From a dataset of Reaction yield outcomes from USPTO patents with 853,638 reactions. Predict the reaction yield, written as a fraction of the theoretical maximum amount of product (1.0 means a 100% yield; for example, 0.34 means a 34% yield). The reactants are [CH3:1][N:2]1[C@@H:7]2[C@@H:8]3[O:10][C@@H:9]3[C@H:3]1[CH2:4][CH:5]([O:11]C([C@@H](C1C=CC=CC=1)CO)=O)[CH2:6]2.Br.C(=O)([O-])[O-].[K+].[K+]. The catalyst is C(Cl)Cl. The product is [CH3:1][N:2]1[C@@H:7]2[C@@H:8]3[O:10][C@@H:9]3[C@H:3]1[CH2:4][CH:5]([OH:11])[CH2:6]2. The yield is 0.775.